This data is from Experimentally validated miRNA-target interactions with 360,000+ pairs, plus equal number of negative samples. The task is: Binary Classification. Given a miRNA mature sequence and a target amino acid sequence, predict their likelihood of interaction. (1) The miRNA is hsa-miR-181b-3p with sequence CUCACUGAACAAUGAAUGCAA. The protein sequence of the target gene is MSHQERIASQRRTTAEVPMHRSTANQSKRSRSPFASTRRRWDDSESSGASLAVESEDYSRYPPREYRASGSRRGLAYGHIDTVVARDSEEEGAGPVDRLPVRGKAGKFKDDPEKGARSSRFTSVNHDAKEECGKVESPPAARCSARRAELSKQNGSSASQISSAEGRAAAKGNNSLERERQNLPARPSRAPVSICGGGENTPKSAEEPVVRPKVRNVATPNCMKPKVFFDTDDDDDVPHSTSRWRDAADAEEAHAEGLARRGRGEAASSSEPRYAEDQDARSEQAKADKVPRRRRTMADP.... Result: 0 (no interaction). (2) The miRNA is hsa-miR-4766-3p with sequence AUAGCAAUUGCUCUUUUGGAA. The protein sequence of the target gene is MDRRKKPLDVTASSLVDLKAELFRKQEEFKQEKLLKDSGVFGKPKTTNKKPSIWSKQNVGVSNRAEKDAEQKIEEQKTLDKAREKLEEKAKLYEKMTKGDFIDEEVEDMYLVDFTQKIIDKRKEMEASGAHRDSQKAGERDDDEENLPEGEIPPPQDPSEEWVDYVDSLGRSRRCMRKDLPDLLEMDKNLQGRLFISPANEKTLLSEDMRKELQRQQWEEEEREALKRPMGPVHYEDIRENEARQLGVGYFAFARDKELRNKQMKTLEMLREQTTDQRTKRENIKEKRKAILEARLAKLR.... Result: 0 (no interaction). (3) The miRNA is mmu-miR-141-5p with sequence CAUCUUCCAGUGCAGUGUUGGA. The protein sequence of the target gene is MATKCGNCGPGYSTPLEAMKGPREEIVYLPCIYRNTGTEAPDYLATVDVDPKSPQYCQVIHRLPMPNLKDELHHSGWNTCSSCFGDSTKSRTKLVLPSLISSRIYVVDVGSEPRAPKLHKVIEPKDIHAKCELAFLHTSHCLASGEVMISSLGDVKGNGKGGFVLLDGETFEVKGTWERPGGAAPLGYDFWYQPRHNVMISTEWAAPNVLRDGFNPADVEAGLYGSHLYVWDWQRHEIVQTLSLKDGLIPLEIRFLHNPDAAQGFVGCALSSTIQRFYKNEGGTWSVEKVIQVPPKKVKG.... Result: 0 (no interaction). (4) The miRNA is mmu-miR-7b-5p with sequence UGGAAGACUUGUGAUUUUGUUGUU. The protein sequence of the target gene is MSGDTCLCPASGAKPKISGFKGGGLGNKYVQLNVGGSLYYTTVRALTRHDTMLKAMFSGRMEVLTDKEGWILIDRCGKHFGTILNYLRDDTITLPQSRQEIQELMAEAKYYLIQGLVSTCQTALQDKKDSYQPVCNIPIITSLREEDRLIESSTKPVVKLLYNRSNNKYSYTSNSDDHLLKNIELFDKLSLRFNGRVLFIKDVIGDEICCWSFYGQGRKLAEVCCTSIVYATEKKQTKVEFPEARIYEETLNVLLYETPRVPDNSLLEATSRSRSQASPSEDEDTFELRDRVRRIHVKRY.... Result: 1 (interaction). (5) The miRNA is mmu-miR-6964-3p with sequence UUUCUUGUCUUCCACUCUAG. The protein sequence of the target gene is MSFSLNFTLPANTTSSPVTGGKETDCGPSLGLAAGIPLLVATALLVALLFTLIHRRRSSIEAMEESDRPCEISEIDDNPKISENPRRSPTHEKNTMGAQEAHIYVKTVAGSEEPVHDRYRPTIEMERRRGLWWLVPRLSLE. Result: 0 (no interaction). (6) The miRNA is hsa-miR-7977 with sequence UUCCCAGCCAACGCACCA. The protein sequence of the target gene is MQVDPPLHGPPNDFLIFQIIPLHSLSIMPRFLWILCFSMEETQGELTSSCGSKTMANVSLAFRDVSIDLSQEEWECLDAVQRDLYKDVMLENYSNLVSLGYTIPKPDVITLLEQEKEPWIVMREGTRNWFTDLEYKYITKNLLSEKNVCKIYLSQLQTGEKSKNTIHEDTIFRNGLQCKHEFERQERHQMGCVSQMLIQKQISHPLHPKIHAREKSYECKECRKAFRQQSYLIQHLRIHTGERPYKCMECGKAFCRVGDLRVHHTIHAGERPYECKECGKAFRLHYHLTEHQRIHSGVKP.... Result: 1 (interaction). (7) The miRNA is mmu-miR-3070-3p with sequence UGGUGCUACCGUCAGGGGUAGA. The protein sequence of the target gene is MAGIELERCQQQANEVTEIMRNNFGKVLERGVKLAELQQRSDQLLDMSSTFNKTTQNLAQKKCWENIRYRICVGLVVVGVLLIILIVLLVVFLPQSSDSSSAPRTQDAGIASGPGN. Result: 0 (no interaction).